Dataset: Reaction yield outcomes from USPTO patents with 853,638 reactions. Task: Predict the reaction yield, written as a fraction of the theoretical maximum amount of product (1.0 means a 100% yield; for example, 0.34 means a 34% yield). (1) The reactants are ClC1C=C(SC2[C:18]3[C:13](=[CH:14][C:15]([CH3:19])=[CH:16][CH:17]=3)NC=2CCC(N)=O)C=C(Cl)C=1.[Cl:25][C:26]1[CH:31]=[CH:30][C:29]([S:32][C:33]2[C:41]3[C:36](=[CH:37][CH:38]=[C:39]([CH3:42])[CH:40]=3)[NH:35][C:34]=2[C:43]([OH:45])=[O:44])=[CH:28][CH:27]=1.C(Cl)(=O)C(Cl)=O.C(O)C1C=CC=CC=1.N1C=CC=CC=1. The catalyst is C1COCC1. The product is [Cl:25][C:26]1[CH:27]=[CH:28][C:29]([S:32][C:33]2[C:41]3[C:36](=[CH:37][CH:38]=[C:39]([CH3:42])[CH:40]=3)[NH:35][C:34]=2[C:43]([O:45][CH2:19][C:15]2[CH:16]=[CH:17][CH:18]=[CH:13][CH:14]=2)=[O:44])=[CH:30][CH:31]=1. The yield is 0.370. (2) The reactants are [F:1][C:2]1[CH:3]=[C:4]2[C:8](=[CH:9][CH:10]=1)[NH:7][C:6](=[O:11])[C:5]2=[N:12][N:13]=[CH:14][C:15]1[NH:19][C:18]([CH3:20])=[C:17]([C:21]([NH:23][CH2:24][CH2:25][CH2:26][CH2:27][C:28](O)=[O:29])=[O:22])[C:16]=1[CH3:31].Cl.C(N=C=NCCCN(C)C)C.OC1C2N=NNC=2C=CC=1.C(N(CC)CC)C.[F:61][C:62]1[CH:67]=[CH:66][C:65]([NH2:68])=[C:64]([NH2:69])[CH:63]=1. The catalyst is [Cl-].[Na+].O.CN(C=O)C. The product is [F:1][C:2]1[CH:3]=[C:4]2[C:8](=[CH:9][CH:10]=1)[NH:7][C:6](=[O:11])[C:5]2=[N:12][N:13]=[CH:14][C:15]1[NH:19][C:18]([CH3:20])=[C:17]([C:21]([NH:23][CH2:24][CH2:25][CH2:26][CH2:27][C:28]([NH:68][C:65]2[CH:66]=[CH:67][C:62]([F:61])=[CH:63][C:64]=2[NH2:69])=[O:29])=[O:22])[C:16]=1[CH3:31]. The yield is 0.820. (3) The reactants are [F:1][C:2]1[CH:10]=[C:9]([F:11])[CH:8]=[C:7]([F:12])[C:3]=1[C:4]([Cl:6])=[O:5].[CH3:13][N:14]([CH3:28])[CH:15]1[CH2:20][CH2:19][C:18]([C:21]2[CH:22]=[C:23]([NH2:27])[CH:24]=[CH:25][CH:26]=2)=[CH:17][CH2:16]1. No catalyst specified. The product is [ClH:6].[CH3:13][N:14]([CH3:28])[CH:15]1[CH2:20][CH2:19][C:18]([C:21]2[CH:22]=[C:23]([NH:27][C:4](=[O:5])[C:3]3[C:2]([F:1])=[CH:10][C:9]([F:11])=[CH:8][C:7]=3[F:12])[CH:24]=[CH:25][CH:26]=2)=[CH:17][CH2:16]1. The yield is 0.880. (4) The reactants are [Br:1][C:2]1[CH:3]=[CH:4][C:5]2[C:11]3[S:12][C:13]([C:15]([NH:17][C:18]4[CH:23]=[CH:22][CH:21]=[CH:20][C:19]=4[Cl:24])=O)=[CH:14][C:10]=3[CH2:9][CH2:8][O:7][C:6]=2[CH:25]=1.COC1C=CC(P2(SP(C3C=CC(OC)=CC=3)(=S)S2)=[S:35])=CC=1. The catalyst is O1CCOCC1. The product is [Br:1][C:2]1[CH:3]=[CH:4][C:5]2[C:11]3[S:12][C:13]([C:15](=[S:35])[NH:17][C:18]4[CH:23]=[CH:22][CH:21]=[CH:20][C:19]=4[Cl:24])=[CH:14][C:10]=3[CH2:9][CH2:8][O:7][C:6]=2[CH:25]=1. The yield is 0.910.